The task is: Predict the product of the given reaction.. This data is from Forward reaction prediction with 1.9M reactions from USPTO patents (1976-2016). (1) Given the reactants [CH3:1][O:2][C:3](=[O:19])[C:4]1[CH:9]=[C:8]([O:10][CH3:11])[C:7]([O:12][CH2:13][CH2:14][Cl:15])=[CH:6][C:5]=1[N+:16]([O-])=O, predict the reaction product. The product is: [CH3:1][O:2][C:3](=[O:19])[C:4]1[CH:9]=[C:8]([O:10][CH3:11])[C:7]([O:12][CH2:13][CH2:14][Cl:15])=[CH:6][C:5]=1[NH2:16]. (2) Given the reactants [CH:1]1([C:4]2[N:13]=[C:12](N3CCN(C4C=CC=CC=4OC)CC3)[C:11]3[C:6](=[CH:7][C:8]([O:30][CH3:31])=[C:9]([O:28][CH3:29])[CH:10]=3)[N:5]=2)CC1.C[O:33]C1C=C(C(OC)=O)C(N)=CC=1OC.Cl.O1CCOCC1, predict the reaction product. The product is: [CH3:29][O:28][C:9]1[CH:10]=[C:11]2[C:6](=[CH:7][C:8]=1[O:30][CH3:31])[N:5]=[C:4]([CH3:1])[N:13]=[C:12]2[OH:33].